From a dataset of Forward reaction prediction with 1.9M reactions from USPTO patents (1976-2016). Predict the product of the given reaction. (1) The product is: [Cl:1][C:2]1[CH:10]=[CH:9][C:5]([C:6]([N:16]([C:15]2[CH:18]=[CH:19][C:12]([F:11])=[CH:13][CH:14]=2)[CH3:17])=[O:7])=[CH:4][N:3]=1. Given the reactants [Cl:1][C:2]1[CH:10]=[CH:9][C:5]([C:6](Cl)=[O:7])=[CH:4][N:3]=1.[F:11][C:12]1[CH:19]=[CH:18][C:15]([NH:16][CH3:17])=[CH:14][CH:13]=1.C1CCN2C(=NCCC2)CC1, predict the reaction product. (2) Given the reactants [O:1]1[C:5]2[CH:6]=[CH:7][C:8]([CH:10]([CH2:15][C:16]3[NH:17][NH:18][C:19](=[S:21])[N:20]=3)[CH2:11][C:12]([OH:14])=[O:13])=[CH:9][C:4]=2[O:3][CH2:2]1.C([O-])([O-])=O.[K+].[K+].Br[CH2:29][CH2:30][C:31]1[N:40]=[C:39]2[C:34]([CH2:35][CH2:36][CH2:37][NH:38]2)=[CH:33][CH:32]=1.Cl, predict the reaction product. The product is: [O:1]1[C:5]2[CH:6]=[CH:7][C:8]([CH:10]([CH2:15][C:16]3[NH:17][N:18]=[C:19]([S:21][CH2:29][CH2:30][C:31]4[CH:32]=[CH:33][C:34]5[CH2:35][CH2:36][CH2:37][NH:38][C:39]=5[N:40]=4)[N:20]=3)[CH2:11][C:12]([OH:14])=[O:13])=[CH:9][C:4]=2[O:3][CH2:2]1.